This data is from Full USPTO retrosynthesis dataset with 1.9M reactions from patents (1976-2016). The task is: Predict the reactants needed to synthesize the given product. (1) The reactants are: [NH2:1][CH2:2][C:3]1[CH:4]=[CH:5][C:6]([NH2:12])=[N:7][C:8]=1[CH:9]1[CH2:11][CH2:10]1.[CH3:13][C:14]([O:17][C:18](O[C:18]([O:17][C:14]([CH3:16])([CH3:15])[CH3:13])=[O:19])=[O:19])([CH3:16])[CH3:15]. Given the product [NH2:12][C:6]1[N:7]=[C:8]([CH:9]2[CH2:11][CH2:10]2)[C:3]([CH2:2][NH:1][C:18](=[O:19])[O:17][C:14]([CH3:16])([CH3:15])[CH3:13])=[CH:4][CH:5]=1, predict the reactants needed to synthesize it. (2) Given the product [CH3:14][N:13]([CH3:15])[C:11](=[O:12])[C:10]1[CH:16]=[CH:17][CH:18]=[CH:19][C:9]=1[NH:8][C:6]1[C:5]([C:20]([F:23])([F:22])[F:21])=[CH:4][N:3]=[C:2]([NH:36][C:35]2[CH:34]=[CH:33][C:32]([CH2:31][N:28]3[CH2:27][CH2:26][N:25]([CH3:24])[CH2:30][CH2:29]3)=[CH:38][CH:37]=2)[N:7]=1, predict the reactants needed to synthesize it. The reactants are: Cl[C:2]1[N:7]=[C:6]([NH:8][C:9]2[CH:19]=[CH:18][CH:17]=[CH:16][C:10]=2[C:11]([N:13]([CH3:15])[CH3:14])=[O:12])[C:5]([C:20]([F:23])([F:22])[F:21])=[CH:4][N:3]=1.[CH3:24][N:25]1[CH2:30][CH2:29][N:28]([CH2:31][C:32]2[CH:38]=[CH:37][C:35]([NH2:36])=[CH:34][CH:33]=2)[CH2:27][CH2:26]1. (3) Given the product [Cl:15][C:8]1[CH:9]=[C:10]([N+:12]([O-:14])=[O:13])[CH:11]=[C:2]([CH3:17])[C:3]=1[C:4]([O:6][CH3:7])=[O:5], predict the reactants needed to synthesize it. The reactants are: Cl[C:2]1[CH:11]=[C:10]([N+:12]([O-:14])=[O:13])[CH:9]=[C:8]([Cl:15])[C:3]=1[C:4]([O:6][CH3:7])=[O:5].Cl[C:17]1C=C([N+]([O-])=O)C=C(C)C=1C(O)=O.